From a dataset of Forward reaction prediction with 1.9M reactions from USPTO patents (1976-2016). Predict the product of the given reaction. Given the reactants Cl.[OH:2][C@@H:3]1[CH2:8][CH2:7][CH2:6][NH:5][CH2:4]1.[F:9][C:10]1[CH:18]=[C:17]([F:19])[CH:16]=[CH:15][C:11]=1[C:12](O)=[O:13], predict the reaction product. The product is: [F:9][C:10]1[CH:18]=[C:17]([F:19])[CH:16]=[CH:15][C:11]=1[C:12]([N:5]1[CH2:6][CH2:7][CH2:8][C@@H:3]([OH:2])[CH2:4]1)=[O:13].